Dataset: Reaction yield outcomes from USPTO patents with 853,638 reactions. Task: Predict the reaction yield, written as a fraction of the theoretical maximum amount of product (1.0 means a 100% yield; for example, 0.34 means a 34% yield). (1) The reactants are C(NC(C)C)(C)C.[Li]CCCC.[CH3:13][N:14]1[C:18]2=[C:19]3[CH:25]=[CH:24][N:23]([S:26]([C:29]4[CH:35]=[CH:34][C:32]([CH3:33])=[CH:31][CH:30]=4)(=[O:28])=[O:27])[C:20]3=[N:21][CH:22]=[C:17]2[CH2:16][CH2:15]1.[I:36]I.CC(O)=O.[NH4+].[Cl-]. The catalyst is C1COCC1.O.C([O-])(O)=O.[Na+].C(Cl)Cl. The product is [I:36][C:24]1[N:23]([S:26]([C:29]2[CH:35]=[CH:34][C:32]([CH3:33])=[CH:31][CH:30]=2)(=[O:28])=[O:27])[C:20]2=[N:21][CH:22]=[C:17]3[CH2:16][CH2:15][N:14]([CH3:13])[C:18]3=[C:19]2[CH:25]=1. The yield is 0.580. (2) The reactants are CO[C:3]([C:5]1[CH:6]=[C:7]2[C:11](=[CH:12][CH:13]=1)[NH:10][N:9]=[CH:8]2)=[O:4].Br[CH2:15][CH:16]1[CH2:18][CH2:17]1. No catalyst specified. The product is [CH:16]1([CH2:15][N:10]2[C:11]3[C:7](=[CH:6][C:5]([CH2:3][OH:4])=[CH:13][CH:12]=3)[CH:8]=[N:9]2)[CH2:18][CH2:17]1. The yield is 0.510. (3) The reactants are [Br:1][C:2]1[CH:10]=[CH:9][C:5](/[CH:6]=[N:7]/[OH:8])=[C:4]([O:11][CH2:12][C:13]#[C:14][C:15]2[C:19]([C:20]([F:23])([F:22])[F:21])=[C:18]([C:24]3[CH:29]=[CH:28][CH:27]=[CH:26][CH:25]=3)[O:17][N:16]=2)[CH:3]=1.BrN1C(=O)CCC1=O.C(N(CC)CC)C. The catalyst is CN(C)C=O.C(OCC)(=O)C. The product is [Br:1][C:2]1[CH:10]=[CH:9][C:5]2[C:6]3=[N:7][O:8][C:14]([C:15]4[C:19]([C:20]([F:23])([F:21])[F:22])=[C:18]([C:24]5[CH:29]=[CH:28][CH:27]=[CH:26][CH:25]=5)[O:17][N:16]=4)=[C:13]3[CH2:12][O:11][C:4]=2[CH:3]=1. The yield is 0.450. (4) The reactants are [CH3:1][O:2][C:3]1[CH:10]=[CH:9][C:6]([CH2:7][OH:8])=[CH:5][CH:4]=1.[Na].Cl[C:13]1[N:18]=[C:17]([NH2:19])[C:16]([N+:20]([O-:22])=[O:21])=[CH:15][CH:14]=1.O. The catalyst is C1(C)C=CC=CC=1.C(OCC)C. The product is [CH3:1][O:2][C:3]1[CH:10]=[CH:9][C:6]([CH2:7][O:8][C:13]2[N:18]=[C:17]([NH2:19])[C:16]([N+:20]([O-:22])=[O:21])=[CH:15][CH:14]=2)=[CH:5][CH:4]=1. The yield is 0.600. (5) The reactants are [Cl:1][C:2]1[CH:3]=[C:4]([CH2:9][C:10]([C:12]2[CH:17]=[CH:16][CH:15]=[CH:14][CH:13]=2)=O)[CH:5]=[CH:6][C:7]=1[Cl:8].[CH2:18]([O:20][C:21]1[CH:22]=[C:23]([CH:26]=[C:27]([N+:30]([O-:32])=[O:31])[C:28]=1[OH:29])[CH:24]=O)[CH3:19].[NH2:33][C:34]([NH2:36])=[O:35].Cl. The catalyst is C(O)C. The product is [Cl:1][C:2]1[CH:3]=[C:4]([C:9]2[CH:24]([C:23]3[CH:26]=[C:27]([N+:30]([O-:32])=[O:31])[C:28]([OH:29])=[C:21]([O:20][CH2:18][CH3:19])[CH:22]=3)[NH:33][C:34](=[O:35])[NH:36][C:10]=2[C:12]2[CH:17]=[CH:16][CH:15]=[CH:14][CH:13]=2)[CH:5]=[CH:6][C:7]=1[Cl:8]. The yield is 0.0240. (6) The reactants are [C:1]([C:5]1[CH:6]=[CH:7][C:8]2[O:13][CH2:12][C:11](=[O:14])[N:10]([CH2:15][CH2:16][CH2:17]Cl)[C:9]=2[CH:19]=1)([CH3:4])([CH3:3])[CH3:2].C([O-])([O-])=O.[K+].[K+].[Na+].[I-].[CH2:28]([CH:32]1[CH2:37][CH2:36][NH:35][CH2:34][CH2:33]1)[CH2:29][CH2:30][CH3:31]. The catalyst is CCCCCCC.CCOC(C)=O. The product is [C:1]([C:5]1[CH:6]=[CH:7][C:8]2[O:13][CH2:12][C:11](=[O:14])[N:10]([CH2:15][CH2:16][CH2:17][N:35]3[CH2:36][CH2:37][CH:32]([CH2:28][CH2:29][CH2:30][CH3:31])[CH2:33][CH2:34]3)[C:9]=2[CH:19]=1)([CH3:4])([CH3:3])[CH3:2]. The yield is 0.870. (7) The reactants are [CH3:1][S:2]([C:5]1[CH:6]=[CH:7][C:8]([C:11]2[CH:16]=[CH:15][C:14]([O:17][CH2:18][CH:19]3[CH2:24][CH2:23][N:22]([C:25]([O:27][C:28](C)([CH3:30])[CH3:29])=[O:26])[CH2:21][CH2:20]3)=[CH:13][CH:12]=2)=[N:9][CH:10]=1)(=[O:4])=[O:3].C(O)(C(F)(F)F)=O.C(N(C(C)C)CC)(C)C.ClC(OC(C)C)=O. The catalyst is C(Cl)Cl. The product is [CH3:1][S:2]([C:5]1[CH:6]=[CH:7][C:8]([C:11]2[CH:12]=[CH:13][C:14]([O:17][CH2:18][CH:19]3[CH2:24][CH2:23][N:22]([C:25]([O:27][CH:28]([CH3:30])[CH3:29])=[O:26])[CH2:21][CH2:20]3)=[CH:15][CH:16]=2)=[N:9][CH:10]=1)(=[O:3])=[O:4]. The yield is 0.910. (8) The reactants are [NH2:1][CH2:2][CH:3]1[CH2:8][CH2:7][N:6]([C:9]([O:11][C:12]([CH3:15])([CH3:14])[CH3:13])=[O:10])[CH2:5][CH2:4]1.Cl[C:17]([O:19][CH2:20][C:21]1[CH:26]=[CH:25][CH:24]=[CH:23][CH:22]=1)=[O:18]. The catalyst is C1COCC1.O.[OH-].[Na+]. The product is [CH2:20]([O:19][C:17]([NH:1][CH2:2][CH:3]1[CH2:8][CH2:7][N:6]([C:9]([O:11][C:12]([CH3:15])([CH3:14])[CH3:13])=[O:10])[CH2:5][CH2:4]1)=[O:18])[C:21]1[CH:26]=[CH:25][CH:24]=[CH:23][CH:22]=1. The yield is 0.930.